From a dataset of Forward reaction prediction with 1.9M reactions from USPTO patents (1976-2016). Predict the product of the given reaction. Given the reactants [C:1]([N:4]1[CH2:10][CH2:9][CH2:8][CH2:7][C:6]2[N:11]=[C:12]([C:14]3[CH:19]=[CH:18][C:17]([OH:20])=[CH:16][CH:15]=3)[S:13][C:5]1=2)(=[O:3])[CH3:2].[H-].[Na+].CC1C=CC(S(O[C@H:34]2[CH2:37][C@@H:36]([N:38]3[CH2:43][CH2:42][CH2:41][CH2:40][CH2:39]3)[CH2:35]2)(=O)=O)=CC=1, predict the reaction product. The product is: [C:1]([N:4]1[CH2:10][CH2:9][CH2:8][CH2:7][C:6]2[N:11]=[C:12]([C:14]3[CH:15]=[CH:16][C:17]([O:20][C@H:34]4[CH2:37][C@H:36]([N:38]5[CH2:43][CH2:42][CH2:41][CH2:40][CH2:39]5)[CH2:35]4)=[CH:18][CH:19]=3)[S:13][C:5]1=2)(=[O:3])[CH3:2].